Dataset: Reaction yield outcomes from USPTO patents with 853,638 reactions. Task: Predict the reaction yield, written as a fraction of the theoretical maximum amount of product (1.0 means a 100% yield; for example, 0.34 means a 34% yield). (1) The reactants are [Li]CCCC.CCCCC.[F:11][C:12]1[C:19](I)=[CH:18][CH:17]=[C:16]([O:21][CH2:22][CH3:23])[C:13]=1[C:14]#[N:15].[B:24]1([B:24]2[O:28][C:27]([CH3:30])([CH3:29])[C:26]([CH3:32])([CH3:31])[O:25]2)[O:28][C:27]([CH3:30])([CH3:29])[C:26]([CH3:32])([CH3:31])[O:25]1. The catalyst is C1COCC1. The product is [CH2:22]([O:21][C:16]1[C:13]([C:14]#[N:15])=[C:12]([F:11])[C:19]([B:24]2[O:28][C:27]([CH3:30])([CH3:29])[C:26]([CH3:32])([CH3:31])[O:25]2)=[CH:18][CH:17]=1)[CH3:23]. The yield is 0.600. (2) The reactants are [CH3:1][N:2]([CH3:18])[CH2:3][CH2:4][N:5]1[CH2:10][CH2:9][C:8]2[NH:11][C:12]([CH:15]=O)=[C:13]([CH3:14])[C:7]=2[C:6]1=[O:17].[F:19][C:20]1[CH:21]=[C:22]2[C:26](=[CH:27][CH:28]=1)[NH:25][C:24](=[O:29])[CH2:23]2.N1CCCCC1. The catalyst is C(O)C. The product is [CH3:1][N:2]([CH3:18])[CH2:3][CH2:4][N:5]1[CH2:10][CH2:9][C:8]2[NH:11][C:12]([CH:15]=[C:23]3[C:22]4[C:26](=[CH:27][CH:28]=[C:20]([F:19])[CH:21]=4)[NH:25][C:24]3=[O:29])=[C:13]([CH3:14])[C:7]=2[C:6]1=[O:17]. The yield is 0.548.